This data is from Catalyst prediction with 721,799 reactions and 888 catalyst types from USPTO. The task is: Predict which catalyst facilitates the given reaction. (1) Reactant: [CH3:1][O:2][C:3]1[CH:28]=[CH:27][CH:26]=[CH:25][C:4]=1[CH2:5][NH:6][C:7]1[CH:16]=[CH:15][C:14]2[C:9](=[CH:10][CH:11]=[C:12](/[CH:17]=[CH:18]/[C:19]3[CH:24]=[CH:23][N:22]=[CH:21][CH:20]=3)[CH:13]=2)[N:8]=1.[H][H]. Product: [CH3:1][O:2][C:3]1[CH:28]=[CH:27][CH:26]=[CH:25][C:4]=1[CH2:5][NH:6][C:7]1[CH:16]=[CH:15][C:14]2[C:9](=[CH:10][CH:11]=[C:12]([CH2:17][CH2:18][C:19]3[CH:20]=[CH:21][N:22]=[CH:23][CH:24]=3)[CH:13]=2)[N:8]=1. The catalyst class is: 29. (2) Reactant: Cl.Br[C:3]1[CH:8]=[CH:7][N:6]=[CH:5][CH:4]=1.[CH:9]([C:12]1[CH:17]=[CH:16][C:15](B(O)O)=[CH:14][CH:13]=1)([CH3:11])[CH3:10].C(=O)([O-])[O-].[Na+].[Na+]. Product: [CH:9]([C:12]1[CH:17]=[CH:16][C:15]([C:3]2[CH:8]=[CH:7][N:6]=[CH:5][CH:4]=2)=[CH:14][CH:13]=1)([CH3:11])[CH3:10]. The catalyst class is: 47. (3) Reactant: Br[CH2:2][C:3]1[CH:8]=[CH:7][C:6]([O:9][CH2:10][CH3:11])=[CH:5][C:4]=1[N+:12]([O-:14])=[O:13].C[N+]1([O-])CC[O:19]CC1. Product: [CH2:10]([O:9][C:6]1[CH:7]=[CH:8][C:3]([CH:2]=[O:19])=[C:4]([N+:12]([O-:14])=[O:13])[CH:5]=1)[CH3:11]. The catalyst class is: 10. (4) Reactant: C(OC([NH:8][C:9]1[CH:18]=[C:17]2[C:12]([N:13]=[C:14]([C:30]3[CH:35]=[CH:34][CH:33]=[CH:32][CH:31]=3)[C:15]([CH2:19][CH2:20][CH2:21][CH2:22][C:23]([O:25][C:26](C)(C)C)=[O:24])=[N:16]2)=[CH:11][CH:10]=1)=O)(C)(C)C.C(O)(C(F)(F)F)=O.O=S(Cl)Cl. Product: [NH2:8][C:9]1[CH:18]=[C:17]2[C:12]([N:13]=[C:14]([C:30]3[CH:31]=[CH:32][CH:33]=[CH:34][CH:35]=3)[C:15]([CH2:19][CH2:20][CH2:21][CH2:22][C:23]([O:25][CH3:26])=[O:24])=[N:16]2)=[CH:11][CH:10]=1. The catalyst class is: 91.